Dataset: Full USPTO retrosynthesis dataset with 1.9M reactions from patents (1976-2016). Task: Predict the reactants needed to synthesize the given product. (1) Given the product [CH3:26][C@H:27]1[CH2:32][CH2:31][C@H:30]([NH:33][C:10]([C:2]2[S:1][C:5]3[CH:6]=[CH:7][CH:8]=[CH:9][C:4]=3[N:3]=2)=[O:12])[CH2:29][CH2:28]1, predict the reactants needed to synthesize it. The reactants are: [S:1]1[C:5]2[CH:6]=[CH:7][CH:8]=[CH:9][C:4]=2[N:3]=[C:2]1[C:10]([OH:12])=O.C(N1C=CN=C1)(N1C=CN=C1)=O.Cl.[CH3:26][C@H:27]1[CH2:32][CH2:31][C@H:30]([NH2:33])[CH2:29][CH2:28]1.C(N(CC)C(C)C)(C)C.Cl. (2) Given the product [CH3:22][C:16]1[CH:15]=[CH:14][C:13]([OH:12])=[C:18]2[C:17]=1[S:21][N:20]=[CH:19]2, predict the reactants needed to synthesize it. The reactants are: S1C2=CC=CC(O)=C2C=N1.C[O:12][C:13]1[C:18]2[CH:19]=[N:20][S:21][C:17]=2[C:16]([CH3:22])=[CH:15][CH:14]=1.Cl.N1C=CC=CC=1. (3) Given the product [CH3:37][N:33]([CH3:32])[C:34]1[CH:35]=[CH:27][C:23]([C:24]([NH:1][C:2]2[CH:3]=[C:4]3[C:9](=[C:10]([CH3:12])[CH:11]=2)[CH:8]=[N:7][C:6]([NH:13][C:14]([NH:16][CH2:17][CH3:18])=[O:15])=[CH:5]3)=[O:25])=[CH:22][CH:36]=1, predict the reactants needed to synthesize it. The reactants are: [NH2:1][C:2]1[CH:3]=[C:4]2[C:9](=[C:10]([CH3:12])[CH:11]=1)[CH:8]=[N:7][C:6]([NH:13][C:14]([NH:16][CH2:17][CH3:18])=[O:15])=[CH:5]2.CN(C)C1[CH:22]=[C:23]([CH:27]=CC=1)[C:24](O)=[O:25].C[CH2:32][N:33]([CH:37](C)C)[CH:34]([CH3:36])[CH3:35]. (4) Given the product [CH3:12][C:13]1([CH3:14])[C:15]([CH3:18])([CH3:16])[O:11][B:9]([C:5]2[CH:6]=[CH:7][CH:8]=[C:3]([CH:1]3[O:19][C:13]([CH3:14])([CH3:12])[C:15]([CH3:18])([CH3:16])[O:2]3)[CH:4]=2)[O:10]1, predict the reactants needed to synthesize it. The reactants are: [CH:1]([C:3]1[CH:4]=[C:5]([B:9]([OH:11])[OH:10])[CH:6]=[CH:7][CH:8]=1)=[O:2].[CH3:12][C:13]([OH:19])([C:15]([CH3:18])(O)[CH3:16])[CH3:14]. (5) Given the product [C:1]([C:5]1[N:6]=[CH:7][C:8]([C:11]([NH:13][C:14]2[CH:15]=[C:16]([C:21]3[CH:22]=[C:23]([NH:28][CH:29]4[CH2:34][CH2:33][CH2:32][NH:31][CH2:30]4)[C:24](=[O:27])[NH:25][N:26]=3)[CH:17]=[CH:18][C:19]=2[F:20])=[O:12])=[N:9][CH:10]=1)([CH3:4])([CH3:2])[CH3:3], predict the reactants needed to synthesize it. The reactants are: [C:1]([C:5]1[N:6]=[CH:7][C:8]([C:11]([NH:13][C:14]2[CH:15]=[C:16]([C:21]3[CH:22]=[C:23]([NH:28][CH:29]4[CH2:34][CH2:33][CH2:32][N:31](C(OC(C)(C)C)=O)[CH2:30]4)[C:24](=[O:27])[NH:25][N:26]=3)[CH:17]=[CH:18][C:19]=2[F:20])=[O:12])=[N:9][CH:10]=1)([CH3:4])([CH3:3])[CH3:2].Cl. (6) The reactants are: [CH:1]1([N:7]2[C:11]3=[C:12]4[CH:18]=[CH:17][N:16]([CH2:19][O:20][CH2:21][CH2:22][Si:23]([CH3:26])([CH3:25])[CH3:24])[C:13]4=[N:14][CH:15]=[C:10]3[NH:9][C:8]2=[O:27])[CH2:6][CH2:5][CH2:4][CH2:3][CH2:2]1.[CH3:28][S:29]([C:32]1[CH:37]=[CH:36][C:35](B(O)O)=[CH:34][CH:33]=1)(=[O:31])=[O:30].C(Cl)Cl.[NH4+].[OH-]. Given the product [CH:1]1([N:7]2[C:11]3=[C:12]4[CH:18]=[CH:17][N:16]([CH2:19][O:20][CH2:21][CH2:22][Si:23]([CH3:24])([CH3:26])[CH3:25])[C:13]4=[N:14][CH:15]=[C:10]3[N:9]([C:35]3[CH:36]=[CH:37][C:32]([S:29]([CH3:28])(=[O:31])=[O:30])=[CH:33][CH:34]=3)[C:8]2=[O:27])[CH2:2][CH2:3][CH2:4][CH2:5][CH2:6]1, predict the reactants needed to synthesize it. (7) Given the product [Cl:18][C:3]1[C:2]([N:28]2[CH2:27][CH2:26][N:23]3[CH2:24][CH2:25][N:20]([CH3:19])[C:21](=[O:30])[CH:22]3[CH2:29]2)=[CH:7][C:6]([C:8]#[N:9])=[CH:5][C:4]=1[NH:10][C:11](=[O:17])[O:12][C:13]([CH3:16])([CH3:15])[CH3:14], predict the reactants needed to synthesize it. The reactants are: Br[C:2]1[C:3]([Cl:18])=[C:4]([NH:10][C:11](=[O:17])[O:12][C:13]([CH3:16])([CH3:15])[CH3:14])[CH:5]=[C:6]([C:8]#[N:9])[CH:7]=1.[CH3:19][N:20]1[CH2:25][CH2:24][N:23]2[CH2:26][CH2:27][NH:28][CH2:29][CH:22]2[C:21]1=[O:30].C1C=CC(P(C2C(C3C(P(C4C=CC=CC=4)C4C=CC=CC=4)=CC=C4C=3C=CC=C4)=C3C(C=CC=C3)=CC=2)C2C=CC=CC=2)=CC=1.C([O-])([O-])=O.[Cs+].[Cs+]. (8) Given the product [Br:23][CH2:24][CH2:25][CH2:26][CH2:27][O:1][C:2]1[C:3](=[O:16])[CH:4]=[C:5]([CH2:8][O:9][CH:10]2[CH2:15][CH2:14][CH2:13][CH2:12][O:11]2)[O:6][CH:7]=1, predict the reactants needed to synthesize it. The reactants are: [OH:1][C:2]1[C:3](=[O:16])[CH:4]=[C:5]([CH2:8][O:9][CH:10]2[CH2:15][CH2:14][CH2:13][CH2:12][O:11]2)[O:6][CH:7]=1.C([O-])([O-])=O.[Cs+].[Cs+].[Br:23][CH2:24][CH2:25][CH2:26][CH2:27]Br.